Dataset: Full USPTO retrosynthesis dataset with 1.9M reactions from patents (1976-2016). Task: Predict the reactants needed to synthesize the given product. The reactants are: [BH4-].[Na+].[C:3]([O:7][C:8]([NH:10][C@H:11]1[CH2:16][CH2:15][C@H:14]([CH:17]2[CH2:30][C:29]3[C:28]4[C:23](=[CH:24][CH:25]=[C:26]([O:31][CH3:32])[CH:27]=4)[N:22]=[CH:21][C:20]=3[O:19][CH:18]2[O:33]C(=O)C)[CH2:13][CH2:12]1)=[O:9])([CH3:6])([CH3:5])[CH3:4].Cl.ClCCl. Given the product [C:3]([O:7][C:8](=[O:9])[NH:10][C@H:11]1[CH2:12][CH2:13][C@H:14]([CH:17]([CH2:30][C:29]2[C:28]3[C:23](=[CH:24][CH:25]=[C:26]([O:31][CH3:32])[CH:27]=3)[N:22]=[CH:21][C:20]=2[OH:19])[CH2:18][OH:33])[CH2:15][CH2:16]1)([CH3:6])([CH3:4])[CH3:5], predict the reactants needed to synthesize it.